Dataset: Full USPTO retrosynthesis dataset with 1.9M reactions from patents (1976-2016). Task: Predict the reactants needed to synthesize the given product. (1) Given the product [Br:1][C:2]1[CH:3]=[C:4]([CH:12]([CH2:16][CH:17]2[CH2:21][CH2:20][CH2:19][CH2:18]2)[C:13]([NH:49][C:50]2[CH:55]=[N:54][CH:53]=[CH:52][N:51]=2)=[O:15])[CH:5]=[CH:6][C:7]=1[S:8]([CH3:11])(=[O:9])=[O:10], predict the reactants needed to synthesize it. The reactants are: [Br:1][C:2]1[CH:3]=[C:4]([CH:12]([CH2:16][CH:17]2[CH2:21][CH2:20][CH2:19][CH2:18]2)[C:13]([OH:15])=O)[CH:5]=[CH:6][C:7]=1[S:8]([CH3:11])(=[O:10])=[O:9].C1(P(C2C=CC=CC=2)C2C=CC=CC=2)C=CC=CC=1.BrN1C(=O)CCC1=O.[NH2:49][C:50]1[CH:55]=[N:54][CH:53]=[CH:52][N:51]=1. (2) Given the product [CH3:1][N:2]([CH3:8])[C@H:3]1[CH2:7][CH2:6][N:5]([C:17]2[C:18]([C:38]3[CH:39]=[CH:40][CH:41]=[CH:42][CH:43]=3)=[C:19]([CH3:37])[C:20]([C:35]#[N:36])=[C:21]3[C:25]=2[O:24][C:23]([C:26]2[CH:31]=[CH:30][CH:29]=[CH:28][C:27]=2[N+:32]([O-:34])=[O:33])=[N:22]3)[CH2:4]1, predict the reactants needed to synthesize it. The reactants are: [CH3:1][N:2]([CH3:8])[C@H:3]1[CH2:7][CH2:6][NH:5][CH2:4]1.C(N(CC)CC)C.F[C:17]1[C:18]([C:38]2[CH:43]=[CH:42][CH:41]=[CH:40][CH:39]=2)=[C:19]([CH3:37])[C:20]([C:35]#[N:36])=[C:21]2[C:25]=1[O:24][C:23]([C:26]1[CH:31]=[CH:30][CH:29]=[CH:28][C:27]=1[N+:32]([O-:34])=[O:33])=[N:22]2. (3) Given the product [CH3:42][O:41][C:38]([NH:23][C@@H:28]([C@@H:12]([CH3:13])[CH2:17][CH3:16])[C:27]([NH:31][NH:30][C:29]([O:33][C:34]([CH3:37])([CH3:36])[CH3:35])=[O:32])=[O:26])=[O:40], predict the reactants needed to synthesize it. The reactants are: CCN=C=NCCCN(C)C.[CH:12]1[CH:13]=CC2N(O)N=N[C:16]=2[CH:17]=1.C[N:23]1[CH2:28][CH2:27][O:26]CC1.[C:29]([O:33][C:34]([CH3:37])([CH3:36])[CH3:35])(=[O:32])[NH:30][NH2:31].[C:38]([O:41][CH2:42]C)(=[O:40])C. (4) Given the product [F:9][C:5]1[CH:6]=[C:7]([CH3:8])[C:2]([C:16]([OH:18])=[O:17])=[C:3]([CH3:10])[N:4]=1, predict the reactants needed to synthesize it. The reactants are: Br[C:2]1[C:3]([CH3:10])=[N:4][C:5]([F:9])=[CH:6][C:7]=1[CH3:8].[Li]C(C)(C)C.[C:16](=[O:18])=[O:17].